Dataset: Reaction yield outcomes from USPTO patents with 853,638 reactions. Task: Predict the reaction yield, written as a fraction of the theoretical maximum amount of product (1.0 means a 100% yield; for example, 0.34 means a 34% yield). (1) The reactants are [N+:1]([O-:4])(O)=[O:2].C(OC(=O)C)(=O)C.[CH3:12][C:13]1[S:17][C:16]([C:18]([OH:20])=[O:19])=[CH:15][CH:14]=1. No catalyst specified. The product is [CH3:12][C:13]1[S:17][C:16]([C:18]([OH:20])=[O:19])=[CH:15][C:14]=1[N+:1]([O-:4])=[O:2]. The yield is 0.700. (2) The yield is 0.930. The product is [C:16]([O:20][C:21]([NH:23][CH2:24][CH2:25][CH2:26][C:27]([NH:2][C@H:3]([C:8]([O:10][CH:11]1[CH2:12][CH2:13][CH2:14][CH2:15]1)=[O:9])[CH2:4][CH:5]([CH3:7])[CH3:6])=[O:28])=[O:22])([CH3:19])([CH3:18])[CH3:17]. The catalyst is C1COCC1.CN(C1C=CN=CC=1)C.CCOC(C)=O. The reactants are Cl.[NH2:2][C@H:3]([C:8]([O:10][CH:11]1[CH2:15][CH2:14][CH2:13][CH2:12]1)=[O:9])[CH2:4][CH:5]([CH3:7])[CH3:6].[C:16]([O:20][C:21]([NH:23][CH2:24][CH2:25][CH2:26][C:27](O)=[O:28])=[O:22])([CH3:19])([CH3:18])[CH3:17].C1C=CC2N(O)N=NC=2C=1.CCN(C(C)C)C(C)C.C(Cl)CCl. (3) The reactants are Br[CH2:2][CH2:3][O:4][CH2:5][CH2:6][O:7][C:8]1[CH:17]=[C:16]2[C:11]([C:12]([NH:18][C:19]3[CH:24]=[CH:23][C:22]([Cl:25])=[CH:21][C:20]=3[F:26])=[N:13][CH:14]=[N:15]2)=[CH:10][C:9]=1[O:27][CH3:28].[CH3:29][N:30]1[CH2:35][CH2:34][NH:33][CH2:32][CH2:31]1. No catalyst specified. The product is [ClH:25].[Cl:25][C:22]1[CH:23]=[CH:24][C:19]([NH:18][C:12]2[C:11]3[C:16](=[CH:17][C:8]([O:7][CH2:6][CH2:5][O:4][CH2:3][CH2:2][N:33]4[CH2:34][CH2:35][N:30]([CH3:29])[CH2:31][CH2:32]4)=[C:9]([O:27][CH3:28])[CH:10]=3)[N:15]=[CH:14][N:13]=2)=[C:20]([F:26])[CH:21]=1. The yield is 0.280. (4) The reactants are Br[C:2]1[CH:3]=[N:4][C:5]([N:8]2[CH:12]3[CH2:13][CH2:14][CH2:15][CH:11]3[N:10]([CH2:16][CH3:17])[C:9]2=[O:18])=[N:6][CH:7]=1.[C:19]([C:21]1[CH:26]=[CH:25][CH:24]=[CH:23][CH:22]=1)#[CH:20].C(N(CC)CC)C. The catalyst is CN(C=O)C.Cl[Pd](Cl)([P](C1C=CC=CC=1)(C1C=CC=CC=1)C1C=CC=CC=1)[P](C1C=CC=CC=1)(C1C=CC=CC=1)C1C=CC=CC=1.[Cu]I.C1(P(C2C=CC=CC=2)C2C=CC=CC=2)C=CC=CC=1. The product is [CH2:16]([N:10]1[CH:11]2[CH2:15][CH2:14][CH2:13][CH:12]2[N:8]([C:5]2[N:4]=[CH:3][C:2]([C:20]#[C:19][C:21]3[CH:26]=[CH:25][CH:24]=[CH:23][CH:22]=3)=[CH:7][N:6]=2)[C:9]1=[O:18])[CH3:17]. The yield is 0.850. (5) The reactants are [Br:1][C:2]1[N:3]=[C:4]([S:12][CH3:13])[C:5]2[N:6]([C:8](I)=[CH:9][N:10]=2)[CH:7]=1.P([O-])([O-])([O-])=O.[K+].[K+].[K+].[CH:22]1([NH:25][C:26]([C:28]2[CH:33]=[CH:32][C:31](B(O)O)=[CH:30][CH:29]=2)=[O:27])[CH2:24][CH2:23]1.C(OCC)(=O)C. The catalyst is C1COCC1.O.C1C=CC(P(C2C=CC=CC=2)[C-]2C=CC=C2)=CC=1.C1C=CC(P(C2C=CC=CC=2)[C-]2C=CC=C2)=CC=1.Cl[Pd]Cl.[Fe+2]. The product is [Br:1][C:2]1[N:3]=[C:4]([S:12][CH3:13])[C:5]2[N:6]([C:8]([C:31]3[CH:32]=[CH:33][C:28]([C:26]([NH:25][CH:22]4[CH2:23][CH2:24]4)=[O:27])=[CH:29][CH:30]=3)=[CH:9][N:10]=2)[CH:7]=1. The yield is 0.563. (6) The reactants are [CH:1]1([O:7][C:8]2[NH:12][N:11]=[C:10]([C:13]([O:15][CH2:16][CH3:17])=[O:14])[CH:9]=2)[CH2:6][CH2:5][CH2:4][CH2:3][CH2:2]1.[C:18]([C:22]1[CH:23]=[C:24](B2OC(C)(C)C(C)(C)O2)[CH:25]=[C:26]([C:28]2([CH3:31])[CH2:30][CH2:29]2)[CH:27]=1)([CH3:21])([CH3:20])[CH3:19].N1C=CC=CC=1. The catalyst is CN(C=O)C.CC([O-])=O.CC([O-])=O.[Cu+2]. The product is [C:18]([C:22]1[CH:23]=[C:24]([N:12]2[C:8]([O:7][CH:1]3[CH2:2][CH2:3][CH2:4][CH2:5][CH2:6]3)=[CH:9][C:10]([C:13]([O:15][CH2:16][CH3:17])=[O:14])=[N:11]2)[CH:25]=[C:26]([C:28]2([CH3:31])[CH2:30][CH2:29]2)[CH:27]=1)([CH3:21])([CH3:19])[CH3:20]. The yield is 0.180.